From a dataset of Catalyst prediction with 721,799 reactions and 888 catalyst types from USPTO. Predict which catalyst facilitates the given reaction. (1) Reactant: [C:1]([N:4]1[CH2:8][CH2:7][C:6]2([C:16]3[C:11](=[CH:12][CH:13]=[C:14]([CH:17]([OH:19])[CH3:18])[CH:15]=3)[N:10]([C:20]([NH:22][C:23]3[S:24][C:25]([Cl:28])=[CH:26][N:27]=3)=[O:21])[CH2:9]2)[CH2:5]1)(=[O:3])[CH3:2].CC(OI1(OC(C)=O)(OC(C)=O)OC(=O)C2C=CC=CC1=2)=O.S([O-])([O-])=O.[Na+].[Na+]. Product: [C:1]([N:4]1[CH2:8][CH2:7][C:6]2([C:16]3[C:11](=[CH:12][CH:13]=[C:14]([C:17](=[O:19])[CH3:18])[CH:15]=3)[N:10]([C:20]([NH:22][C:23]3[S:24][C:25]([Cl:28])=[CH:26][N:27]=3)=[O:21])[CH2:9]2)[CH2:5]1)(=[O:3])[CH3:2]. The catalyst class is: 2. (2) Reactant: [O:1]=[C:2]1[CH2:7][C:6](=[O:8])[CH2:5][CH2:4][N:3]1[C:9]([O:11][C:12]([CH3:15])([CH3:14])[CH3:13])=[O:10].[Li+].C[Si]([N-][Si](C)(C)C)(C)C.[CH2:26](I)[CH:27]([CH3:29])[CH3:28].OS([O-])(=O)=O.[K+]. Product: [CH2:26]([CH:5]1[CH2:4][N:3]([C:9]([O:11][C:12]([CH3:15])([CH3:14])[CH3:13])=[O:10])[C:2](=[O:1])[CH2:7][C:6]1=[O:8])[CH:27]([CH3:29])[CH3:28]. The catalyst class is: 1.